This data is from Full USPTO retrosynthesis dataset with 1.9M reactions from patents (1976-2016). The task is: Predict the reactants needed to synthesize the given product. (1) Given the product [Cl:1][C:2]1[C:3]([CH3:22])=[C:4]2[C:9](=[CH:10][C:11]=1[CH3:12])[O:8][CH:7]([C:13]([F:16])([F:14])[F:15])[C:6]([C:17]([OH:19])=[O:18])=[CH:5]2, predict the reactants needed to synthesize it. The reactants are: [Cl:1][C:2]1[C:3]([CH3:22])=[C:4]2[C:9](=[CH:10][C:11]=1[CH3:12])[O:8][CH:7]([C:13]([F:16])([F:15])[F:14])[C:6]([C:17]([O:19]CC)=[O:18])=[CH:5]2.[OH-].[Na+].Cl. (2) Given the product [Cl:24][C:21]1[CH:22]=[CH:23][C:18]([C:13]2[C:12]([CH2:11][O:10][C:7]3[CH:8]=[CH:9][C:4]([C:3]([NH2:51])=[O:25])=[C:5]([CH:38]4[CH2:43][CH2:48][O:40][CH2:41][CH2:37]4)[N:6]=3)=[C:16]([CH3:17])[O:15][N:14]=2)=[N:19][CH:20]=1, predict the reactants needed to synthesize it. The reactants are: CO[C:3](=[O:25])[C:4]1[CH:9]=[CH:8][C:7]([O:10][CH2:11][C:12]2[C:13]([C:18]3[CH:23]=[CH:22][C:21]([Cl:24])=[CH:20][N:19]=3)=[N:14][O:15][C:16]=2[CH3:17])=[N:6][CH:5]=1.COC(=O)C1C=CC(OC[C:37]2[C:38]([C:43]3[CH:48]=CC=CC=3F)=N[O:40][C:41]=2C)=NC=1.[NH2:51]C1CCOCC1.